This data is from Full USPTO retrosynthesis dataset with 1.9M reactions from patents (1976-2016). The task is: Predict the reactants needed to synthesize the given product. (1) Given the product [CH:23]([CH:6]1[C:5]2[C:9](=[CH:10][C:2]([C:44]([OH:39])=[O:45])=[CH:3][CH:4]=2)[C:8](=[O:11])[N:7]1[CH2:12][C:13]1[CH:14]=[CH:15][C:16]([C:19]([F:20])([F:22])[F:21])=[CH:17][CH:18]=1)([CH3:25])[CH3:24], predict the reactants needed to synthesize it. The reactants are: Cl[C:2]1[CH:10]=[C:9]2[C:5]([CH:6]([CH:23]([CH3:25])[CH3:24])[N:7]([CH2:12][C:13]3[CH:18]=[CH:17][C:16]([C:19]([F:22])([F:21])[F:20])=[CH:15][CH:14]=3)[C:8]2=[O:11])=[CH:4][CH:3]=1.N12CCCN=C1CCCCC2.N#N.[O:39]1[CH2:44]COCC1.[OH2:45]. (2) Given the product [C:21]([NH:25][C:6]1[C:5]([C:9]([NH2:11])=[O:10])=[CH:4][N:3]=[C:2]([Cl:1])[N:7]=1)([CH3:24])([CH3:23])[CH3:22], predict the reactants needed to synthesize it. The reactants are: [Cl:1][C:2]1[N:7]=[C:6](Cl)[C:5]([C:9]([NH2:11])=[O:10])=[CH:4][N:3]=1.CCN(C(C)C)C(C)C.[C:21]([NH2:25])([CH3:24])([CH3:23])[CH3:22].O.